This data is from Reaction yield outcomes from USPTO patents with 853,638 reactions. The task is: Predict the reaction yield, written as a fraction of the theoretical maximum amount of product (1.0 means a 100% yield; for example, 0.34 means a 34% yield). The reactants are [Cl:1][C:2]1[CH:7]=[CH:6][C:5]([C:8]2[N:9]=[C:10]([CH2:24][N:25]3[N:29]=[N:28][CH:27]=[N:26]3)[C:11]([C:21]([OH:23])=[O:22])=[N:12][C:13]=2[C:14]2[CH:19]=[CH:18][C:17]([Cl:20])=[CH:16][CH:15]=2)=[CH:4][CH:3]=1.[C:30](OC(O[C:30]([CH3:33])([CH3:32])[CH3:31])N(C)C)([CH3:33])([CH3:32])[CH3:31].O.C(OCC)C. The catalyst is C1(C)C=CC=CC=1. The product is [Cl:1][C:2]1[CH:3]=[CH:4][C:5]([C:8]2[N:9]=[C:10]([CH2:24][N:25]3[N:29]=[N:28][CH:27]=[N:26]3)[C:11]([C:21]([O:23][C:30]([CH3:33])([CH3:32])[CH3:31])=[O:22])=[N:12][C:13]=2[C:14]2[CH:15]=[CH:16][C:17]([Cl:20])=[CH:18][CH:19]=2)=[CH:6][CH:7]=1. The yield is 0.470.